Dataset: Full USPTO retrosynthesis dataset with 1.9M reactions from patents (1976-2016). Task: Predict the reactants needed to synthesize the given product. Given the product [F:17][C:3]1[C:2]([N:18]2[CH2:21][CH:20]([O:22][C:23]3[CH:28]=[CH:27][N:26]=[CH:25][CH:24]=3)[CH2:19]2)=[CH:16][CH:15]=[CH:14][C:4]=1[CH2:5][OH:6], predict the reactants needed to synthesize it. The reactants are: Br[C:2]1[C:3]([F:17])=[C:4]([CH:14]=[CH:15][CH:16]=1)[CH2:5][O:6][Si](C(C)(C)C)(C)C.[NH:18]1[CH2:21][CH:20]([O:22][C:23]2[CH:28]=[CH:27][N:26]=[CH:25][CH:24]=2)[CH2:19]1.C1C=CC(P(C2C(C3C(P(C4C=CC=CC=4)C4C=CC=CC=4)=CC=C4C=3C=CC=C4)=C3C(C=CC=C3)=CC=2)C2C=CC=CC=2)=CC=1.CC(C)([O-])C.[Na+].CCCC[N+](CCCC)(CCCC)CCCC.[F-].C1COCC1.[Cl-].[NH4+].